Dataset: Forward reaction prediction with 1.9M reactions from USPTO patents (1976-2016). Task: Predict the product of the given reaction. (1) Given the reactants C(OC(N[C@H](C(O)=O)C(C)C)=O)(C)(C)C.C(OC(NC(C(C)(C)C)C(O)=O)=O)(C)(C)C.C(N)C1C=CC=CC=1.C(OC(=O)NC(C(=O)NC1C2C(=CC=CC=2)CC1O)C(C)(C)C)(C)(C)C.ClNC(=O)[O-].C([O:73][C:74]([C:76]1([NH:81][C:82]([CH:84]2[CH2:88][CH:87]([O:89][C:90]3[C:99]4[C:94](=[CH:95][C:96]([O:100][CH3:101])=[CH:97][CH:98]=4)[N:93]=[C:92]([C:102]4[CH:107]=[CH:106][CH:105]=[CH:104][CH:103]=4)[CH:91]=3)[CH2:86][N:85]2[C:108](=[O:128])[NH:109][CH:110]([C:115](=[O:127])[NH:116][CH:117]2[C:125]3[C:120](=[CH:121][CH:122]=[CH:123][CH:124]=3)CC2O)[C:111](C)([CH3:113])[CH3:112])=[O:83])[CH2:78][CH:77]1[CH:79]=[CH2:80])=[O:75])C, predict the reaction product. The product is: [CH2:117]([NH:116][C:115]([C@@H:110]([NH:109][C:108]([N:85]1[CH2:86][C@H:87]([O:89][C:90]2[C:99]3[C:94](=[CH:95][C:96]([O:100][CH3:101])=[CH:97][CH:98]=3)[N:93]=[C:92]([C:102]3[CH:103]=[CH:104][CH:105]=[CH:106][CH:107]=3)[CH:91]=2)[CH2:88][C@H:84]1[C:82]([NH:81][C@:76]1([C:74]([OH:75])=[O:73])[CH2:78][C@H:77]1[CH:79]=[CH2:80])=[O:83])=[O:128])[CH:111]([CH3:113])[CH3:112])=[O:127])[C:125]1[CH:120]=[CH:121][CH:122]=[CH:123][CH:124]=1. (2) Given the reactants BrC1SC(Cl)=C(Cl)C=1C(=O)CCl.[Br:13][C:14]1[CH:19]=[CH:18][CH:17]=[CH:16][C:15]=1[Br:20].[Br:21][CH2:22][C:23](Br)=[O:24], predict the reaction product. The product is: [Br:21][CH2:22][C:23]([C:17]1[CH:18]=[CH:19][C:14]([Br:13])=[C:15]([Br:20])[CH:16]=1)=[O:24]. (3) Given the reactants [CH3:1][O:2][C:3]1[CH:22]=[CH:21][C:6]([CH2:7][C@@H:8]2[C:12]3=[N:13][C:14]4[CH:19]=[CH:18][CH:17]=[CH:16][C:15]=4[N:11]3[C:10](=[O:20])[NH:9]2)=[CH:5][CH:4]=1.[CH3:23][N:24]1[CH2:29][CH2:28][NH:27][CH2:26][CH2:25]1.C(O)(C(F)(F)F)=O, predict the reaction product. The product is: [NH:11]1[C:15]2[CH:16]=[CH:17][CH:18]=[CH:19][C:14]=2[N:13]=[C:12]1[C@H:8]([NH:9][C:10]([N:27]1[CH2:28][CH2:29][N:24]([CH3:23])[CH2:25][CH2:26]1)=[O:20])[CH2:7][C:6]1[CH:21]=[CH:22][C:3]([O:2][CH3:1])=[CH:4][CH:5]=1. (4) Given the reactants [OH:1][C:2]1[CH:10]=[CH:9][CH:8]=[CH:7][C:3]=1[C:4](O)=[O:5].S(Cl)([Cl:13])=O.CN(C=O)C, predict the reaction product. The product is: [OH:1][C:2]1[CH:10]=[CH:9][CH:8]=[CH:7][C:3]=1[C:4]([Cl:13])=[O:5]. (5) Given the reactants [Si]([O:8][CH2:9][CH2:10][C:11]1[CH:16]=[CH:15][C:14]([N:17]([CH2:38][CH2:39][CH:40]([C:47]2[CH:52]=[CH:51][CH:50]=[CH:49][CH:48]=2)[C:41]2[CH:46]=[CH:45][CH:44]=[CH:43][CH:42]=2)[C:18]([NH:20][C:21]2[S:22][C:23]([Cl:37])=[C:24]([C:26]3[CH:31]=[CH:30][C:29]([NH:32][S:33]([CH3:36])(=[O:35])=[O:34])=[CH:28][CH:27]=3)[N:25]=2)=[O:19])=[CH:13][CH:12]=1)(C(C)(C)C)(C)C.CCCC[N+](CCCC)(CCCC)CCCC.[F-], predict the reaction product. The product is: [Cl:37][C:23]1[S:22][C:21]([NH:20][C:18](=[O:19])[N:17]([CH2:38][CH2:39][CH:40]([C:47]2[CH:52]=[CH:51][CH:50]=[CH:49][CH:48]=2)[C:41]2[CH:46]=[CH:45][CH:44]=[CH:43][CH:42]=2)[C:14]2[CH:13]=[CH:12][C:11]([CH2:10][CH2:9][OH:8])=[CH:16][CH:15]=2)=[N:25][C:24]=1[C:26]1[CH:31]=[CH:30][C:29]([NH:32][S:33]([CH3:36])(=[O:34])=[O:35])=[CH:28][CH:27]=1.